From a dataset of TCR-epitope binding with 47,182 pairs between 192 epitopes and 23,139 TCRs. Binary Classification. Given a T-cell receptor sequence (or CDR3 region) and an epitope sequence, predict whether binding occurs between them. Result: 1 (the TCR binds to the epitope). The epitope is RQLLFVVEV. The TCR CDR3 sequence is CASSYLDRGGYEQYF.